This data is from Reaction yield outcomes from USPTO patents with 853,638 reactions. The task is: Predict the reaction yield, written as a fraction of the theoretical maximum amount of product (1.0 means a 100% yield; for example, 0.34 means a 34% yield). The reactants are [O:1]=[C:2]1[N:6]2[CH2:7][C@H:8]([C:11]([OH:13])=O)[CH2:9][CH2:10][C@H:5]2[CH2:4][O:3]1.[CH2:14]([N:16](CC)CC)C.ClC(OCC(C)C)=O.[Cl:29][C:30]1[C:31](NC)=[N:32][CH:33]=[CH:34][N:35]=1. The catalyst is ClCCl. The product is [Cl:29][C:30]1[C:31]([CH2:14][NH:16][C:11]([C@H:8]2[CH2:7][N:6]3[C:2](=[O:1])[O:3][CH2:4][C@@H:5]3[CH2:10][CH2:9]2)=[O:13])=[N:32][CH:33]=[CH:34][N:35]=1. The yield is 0.160.